This data is from Reaction yield outcomes from USPTO patents with 853,638 reactions. The task is: Predict the reaction yield, written as a fraction of the theoretical maximum amount of product (1.0 means a 100% yield; for example, 0.34 means a 34% yield). (1) The reactants are [NH2:1][C:2]1[CH:7]=[CH:6][C:5]([OH:8])=[CH:4][CH:3]=1.CC(C)([O-])C.[K+].Cl[C:16]1[CH:21]=[CH:20][N:19]=[C:18]([C:22]([NH:24][CH3:25])=[O:23])[CH:17]=1.C([O-])([O-])=O.[K+].[K+]. No catalyst specified. The product is [CH3:25][NH:24][C:22]([C:18]1[CH:17]=[C:16]([O:8][C:5]2[CH:6]=[CH:7][C:2]([NH2:1])=[CH:3][CH:4]=2)[CH:21]=[CH:20][N:19]=1)=[O:23]. The yield is 0.840. (2) The reactants are [F:1][C:2]1[CH:3]=[C:4]([OH:9])[CH:5]=[C:6]([F:8])[CH:7]=1.[CH3:10][O:11][CH2:12][CH2:13]O.C1(P(C2C=CC=CC=2)C2C=CC=CC=2)C=CC=CC=1.CC(OC(/N=N/C(OC(C)C)=O)=O)C. The catalyst is C1COCC1. The product is [F:1][C:2]1[CH:3]=[C:4]([O:9][CH2:13][CH2:12][O:11][CH3:10])[CH:5]=[C:6]([F:8])[CH:7]=1. The yield is 0.950. (3) The reactants are [CH3:1][O:2][C:3](=[O:33])[NH:4][CH:5]([C:9]([N:11]1[CH2:15][CH:14]([CH2:16][O:17][CH:18]([F:20])[F:19])[CH2:13][CH:12]1[C:21]1[NH:22][C:23]([C:26]2[CH:31]=[CH:30][C:29](Br)=[CH:28][CH:27]=2)=[CH:24][N:25]=1)=[O:10])[CH:6]([CH3:8])[CH3:7].[CH3:34][O:35][C:36](=[O:69])[NH:37][CH:38]([C:42]([N:44]1[CH2:48][CH2:47][CH2:46][CH:45]1[C:49]1[NH:50][C:51]([C:54]2[CH:59]=[CH:58][C:57](B3OC(C)(C)C(C)(C)O3)=[CH:56][CH:55]=2)=[CH:52][N:53]=1)=[O:43])[CH:39]([CH3:41])[CH3:40].C([O-])([O-])=O.[K+].[K+]. The catalyst is COCCOC.C1C=CC([P]([Pd]([P](C2C=CC=CC=2)(C2C=CC=CC=2)C2C=CC=CC=2)([P](C2C=CC=CC=2)(C2C=CC=CC=2)C2C=CC=CC=2)[P](C2C=CC=CC=2)(C2C=CC=CC=2)C2C=CC=CC=2)(C2C=CC=CC=2)C2C=CC=CC=2)=CC=1. The product is [CH3:1][O:2][C:3](=[O:33])[NH:4][CH:5]([C:9]([N:11]1[CH2:15][CH:14]([CH2:16][O:17][CH:18]([F:20])[F:19])[CH2:13][CH:12]1[C:21]1[NH:22][C:23]([C:26]2[CH:31]=[CH:30][C:29]([C:57]3[CH:58]=[CH:59][C:54]([C:51]4[NH:50][C:49]([CH:45]5[CH2:46][CH2:47][CH2:48][N:44]5[C:42](=[O:43])[CH:38]([NH:37][C:36]([O:35][CH3:34])=[O:69])[CH:39]([CH3:41])[CH3:40])=[N:53][CH:52]=4)=[CH:55][CH:56]=3)=[CH:28][CH:27]=2)=[CH:24][N:25]=1)=[O:10])[CH:6]([CH3:8])[CH3:7]. The yield is 0.300. (4) The reactants are FC(F)(F)S(O[C:7]1[C:16]2[C:11](=[CH:12][CH:13]=[C:14]([O:17][CH3:18])[N:15]=2)[N:10]=[CH:9][CH:8]=1)(=O)=O.C([O-])([O-])=O.[K+].[K+].CO[CH2:29][CH2:30]OC. The catalyst is O.C1C=CC([P]([Pd]([P](C2C=CC=CC=2)(C2C=CC=CC=2)C2C=CC=CC=2)([P](C2C=CC=CC=2)(C2C=CC=CC=2)C2C=CC=CC=2)[P](C2C=CC=CC=2)(C2C=CC=CC=2)C2C=CC=CC=2)(C2C=CC=CC=2)C2C=CC=CC=2)=CC=1. The yield is 0.810. The product is [CH:29]([C:7]1[CH:8]=[CH:9][N:10]=[C:11]2[C:16]=1[N:15]=[C:14]([O:17][CH3:18])[CH:13]=[CH:12]2)=[CH2:30]. (5) The reactants are [O:1]1[C:5]2[CH:6]=[CH:7][CH:8]=[CH:9][C:4]=2[CH:3]=[C:2]1[C:10]1[CH:15]=[CH:14][CH:13]=[CH:12][C:11]=1[C:16]1[N:20]([CH3:21])[N:19]=[C:18]([C:22](O)=[O:23])[C:17]=1[CH3:25].[N:26]1([CH2:32][CH2:33][CH2:34][OH:35])[CH2:31][CH2:30][NH:29][CH2:28][CH2:27]1. No catalyst specified. The product is [O:1]1[C:5]2[CH:6]=[CH:7][CH:8]=[CH:9][C:4]=2[CH:3]=[C:2]1[C:10]1[CH:15]=[CH:14][CH:13]=[CH:12][C:11]=1[C:16]1[N:20]([CH3:21])[N:19]=[C:18]([C:22]([N:29]2[CH2:30][CH2:31][N:26]([CH2:32][CH2:33][CH2:34][OH:35])[CH2:27][CH2:28]2)=[O:23])[C:17]=1[CH3:25]. The yield is 0.590. (6) The reactants are [C:1]([N:9]1[CH2:13][CH2:12][CH:11]([F:14])[C:10]1=[O:15])(=[O:8])[C:2]1[CH:7]=[CH:6][CH:5]=[CH:4][CH:3]=1.C1C=CC(S(N(S(C2C=CC=CC=2)(=O)=O)[F:26])(=O)=O)=CC=1.C([N-]C(C)C)(C)C.[Li+].C(=O)([O-])O.[Na+]. The catalyst is O1CCCC1. The product is [C:1]([N:9]1[CH2:13][CH2:12][C:11]([F:26])([F:14])[C:10]1=[O:15])(=[O:8])[C:2]1[CH:3]=[CH:4][CH:5]=[CH:6][CH:7]=1. The yield is 0.230. (7) The reactants are [Cl:1][C:2]1[C:7]([Cl:8])=[CH:6][CH:5]=[CH:4][C:3]=1[CH2:9][CH2:10][C:11]#[N:12].[Li+].CC([N-]C(C)C)C.[F:21][C:22]([F:29])([F:28])[C:23](OCC)=[O:24]. The catalyst is C1COCC1.[Cl-].[NH4+].Cl. The product is [Cl:1][C:2]1[C:7]([Cl:8])=[CH:6][CH:5]=[CH:4][C:3]=1[CH2:9][CH:10]([C:23](=[O:24])[C:22]([F:29])([F:28])[F:21])[C:11]#[N:12]. The yield is 0.550. (8) The reactants are Cl[C:2]1[S:3][C:4]([C:8]([O:10][CH2:11]C)=[O:9])=[C:5]([CH3:7])[N:6]=1.[NH:13]1[C:21]2[C:16](=[C:17]([CH2:22][CH2:23][CH2:24][NH2:25])[CH:18]=[CH:19][CH:20]=2)[CH:15]=[N:14]1.C([O-])(=O)C.[K+].C(O)C. The catalyst is C(OCC)(=O)C.O. The product is [CH3:11][O:10][C:8]([C:4]1[S:3][C:2]([NH:25][CH2:24][CH2:23][CH2:22][C:17]2[CH:18]=[CH:19][CH:20]=[C:21]3[C:16]=2[CH:15]=[N:14][NH:13]3)=[N:6][C:5]=1[CH3:7])=[O:9]. The yield is 0.490. (9) The reactants are [CH3:1][C:2]1([CH3:14])[O:6][B:5]([C:7]2[CH:8]=[N:9][NH:10][CH:11]=2)[O:4][C:3]1([CH3:13])[CH3:12].Br[CH2:16][CH:17]([CH3:19])[CH3:18].C([O-])([O-])=O.[Cs+].[Cs+]. The catalyst is C(#N)C. The product is [CH2:16]([N:9]1[CH:8]=[C:7]([B:5]2[O:6][C:2]([CH3:14])([CH3:1])[C:3]([CH3:13])([CH3:12])[O:4]2)[CH:11]=[N:10]1)[CH:17]([CH3:19])[CH3:18]. The yield is 0.880. (10) The reactants are C(O)(C(F)(F)F)=O.[NH2:8][CH2:9][CH2:10][NH:11][C:12](=[O:19])[C:13]1[CH:18]=[CH:17][CH:16]=[N:15][CH:14]=1.[C:20](O)(=[O:40])[CH2:21][CH2:22][CH2:23]/[CH:24]=[CH:25]\[CH2:26]/[CH:27]=[CH:28]\[CH2:29]/[CH:30]=[CH:31]\[CH2:32]/[CH:33]=[CH:34]\[CH2:35]/[CH:36]=[CH:37]\[CH2:38][CH3:39].CN(C(ON1N=NC2C=CC=NC1=2)=[N+](C)C)C.F[P-](F)(F)(F)(F)F.CCN(C(C)C)C(C)C. The catalyst is CC#N.CCOC(C)=O. The product is [C:20]([NH:8][CH2:9][CH2:10][NH:11][C:12](=[O:19])[C:13]1[CH:18]=[CH:17][CH:16]=[N:15][CH:14]=1)(=[O:40])[CH2:21][CH2:22][CH2:23]/[CH:24]=[CH:25]\[CH2:26]/[CH:27]=[CH:28]\[CH2:29]/[CH:30]=[CH:31]\[CH2:32]/[CH:33]=[CH:34]\[CH2:35]/[CH:36]=[CH:37]\[CH2:38][CH3:39]. The yield is 0.620.